Predict which catalyst facilitates the given reaction. From a dataset of Catalyst prediction with 721,799 reactions and 888 catalyst types from USPTO. (1) Reactant: [N:1]([CH2:4][CH2:5][NH:6][C:7]([NH2:9])=[NH:8])=[N+:2]=[N-:3].[CH2:10]([Sn:14]([CH2:21][CH2:22][CH2:23][CH3:24])([CH2:17][CH2:18][CH2:19][CH3:20])[C:15]#[CH:16])[CH2:11][CH2:12][CH3:13]. Product: [CH2:21]([Sn:14]([CH2:17][CH2:18][CH2:19][CH3:20])([CH2:10][CH2:11][CH2:12][CH3:13])[C:15]1[N:3]=[N:2][N:1]([CH2:4][CH2:5][NH:6][C:7]([NH2:9])=[NH:8])[CH:16]=1)[CH2:22][CH2:23][CH3:24]. The catalyst class is: 356. (2) Reactant: [S:1]1[C:5]2[CH:6]=[CH:7][CH:8]=[CH:9][C:4]=2[C:3]([C:10](=O)[CH:11]([Br:13])[CH3:12])=[N:2]1.[NH:15]1[CH2:19][CH2:18][NH:17][C:16]1=[S:20].CC(O)=O. Product: [BrH:13].[CH3:12][C:11]1[S:20][C:16]2=[N:15][CH2:19][CH2:18][N:17]2[C:10]=1[C:3]1[C:4]2[CH:9]=[CH:8][CH:7]=[CH:6][C:5]=2[S:1][N:2]=1. The catalyst class is: 14. (3) Reactant: [H-].[Al+3].[Li+].[H-].[H-].[H-].[C:7]([C:11]1[CH:31]=[CH:30][C:14]2[NH:15][C:16]([C@@H:18]([NH:22][C:23](=O)OC(C)(C)C)[C@H:19]([OH:21])[CH3:20])=[N:17][C:13]=2[CH:12]=1)([CH3:10])([CH3:9])[CH3:8]. Product: [NH3:15].[C:7]([C:11]1[CH:31]=[CH:30][C:14]2[NH:15][C:16]([C@@H:18]([NH:22][CH3:23])[C@H:19]([OH:21])[CH3:20])=[N:17][C:13]=2[CH:12]=1)([CH3:8])([CH3:9])[CH3:10]. The catalyst class is: 1. (4) Reactant: [CH2:1]([O:8][C:9]([NH:11][C@H:12]([C:21]([O:23][C:24]([CH3:27])([CH3:26])[CH3:25])=[O:22])[CH2:13][C:14]1[CH:15]=[N:16][C:17](Br)=[CH:18][CH:19]=1)=[O:10])[C:2]1[CH:7]=[CH:6][CH:5]=[CH:4][CH:3]=1.[CH3:28][O:29][C:30]1[CH:49]=[CH:48][C:33]([CH2:34][N:35]2[C:44]3[N:43]=[C:42]([CH2:45][CH2:46][OH:47])[CH:41]=[CH:40][C:39]=3[CH2:38][CH2:37][CH2:36]2)=[CH:32][CH:31]=1.C(=O)([O-])[O-].[Cs+].[Cs+].C(P(C(C)(C)C)C1C=CC2C(=CC=CC=2)C=1C1C2C(=CC=CC=2)C=CC=1)(C)(C)C. Product: [CH2:1]([O:8][C:9]([NH:11][C@H:12]([C:21]([O:23][C:24]([CH3:27])([CH3:26])[CH3:25])=[O:22])[CH2:13][C:14]1[CH:15]=[N:16][C:17]([O:47][CH2:46][CH2:45][C:42]2[CH:41]=[CH:40][C:39]3[CH2:38][CH2:37][CH2:36][N:35]([CH2:34][C:33]4[CH:32]=[CH:31][C:30]([O:29][CH3:28])=[CH:49][CH:48]=4)[C:44]=3[N:43]=2)=[CH:18][CH:19]=1)=[O:10])[C:2]1[CH:7]=[CH:6][CH:5]=[CH:4][CH:3]=1. The catalyst class is: 11. (5) Product: [OH:25][CH2:24][C:19]1[CH:20]=[CH:21][CH:22]=[CH:23][C:18]=1[NH:17][C:5]1[N:6]=[C:7]2[C:2]([NH:1][C:63](=[O:65])[N:8]2[C:9]2[CH:14]=[CH:13][CH:12]=[CH:11][C:10]=2[O:15][CH3:16])=[C:3]([C:26]([NH2:37])=[O:27])[N:4]=1. Reactant: [NH2:1][C:2]1[C:3]([C:26](OCC)=[O:27])=[N:4][C:5]([NH:17][C:18]2[CH:23]=[CH:22][CH:21]=[CH:20][C:19]=2[CH2:24][OH:25])=[N:6][C:7]=1[NH:8][C:9]1[CH:14]=[CH:13][CH:12]=[CH:11][C:10]=1[O:15][CH3:16].C(OC(C1C([N+]([O-])=O)=C(NC2C=CC=CC=2OC)N=C(NC2C=CC=CC=2CO)[N:37]=1)=O)C.[CH2:63]([OH:65])C. The catalyst class is: 45. (6) Reactant: Cl.[NH2:2][OH:3].C([O-])(=O)C.[Na+].S([O-])([O-])(=O)=O.[Mg+2].[F:15][C:16]([F:49])([F:48])[C:17]1[CH:18]=[C:19]([C@@H:27]([N:29]([CH3:47])[C:30]([N:32]2[CH2:37][CH2:36][C:35](=O)[CH2:34][C@@H:33]2[C:39]2[CH:44]=[CH:43][C:42]([F:45])=[CH:41][C:40]=2[CH3:46])=[O:31])[CH3:28])[CH:20]=[C:21]([C:23]([F:26])([F:25])[F:24])[CH:22]=1. Product: [F:49][C:16]([F:15])([F:48])[C:17]1[CH:18]=[C:19]([C@@H:27]([N:29]([CH3:47])[C:30]([N:32]2[CH2:37][CH2:36]/[C:35](=[N:2]/[OH:3])/[CH2:34][C@@H:33]2[C:39]2[CH:44]=[CH:43][C:42]([F:45])=[CH:41][C:40]=2[CH3:46])=[O:31])[CH3:28])[CH:20]=[C:21]([C:23]([F:26])([F:24])[F:25])[CH:22]=1. The catalyst class is: 5. (7) Reactant: [CH3:1][O:2][C:3]([C:5]1[CH:10]=[C:9]([Br:11])[C:8](=[O:12])[NH:7][CH:6]=1)=[O:4].C(=O)([O-])[O-].[Cs+].[Cs+].Br[CH:20]([CH3:24])[C:21](=[O:23])[CH3:22].C(=O)(O)[O-].[Na+]. The catalyst class is: 35. Product: [Br:11][C:9]1[C:8](=[O:12])[N:7]([CH:20]([C:21](=[O:23])[CH3:22])[CH3:24])[CH:6]=[C:5]([C:3]([O:2][CH3:1])=[O:4])[CH:10]=1.